From a dataset of Catalyst prediction with 721,799 reactions and 888 catalyst types from USPTO. Predict which catalyst facilitates the given reaction. (1) Reactant: C1C=CC(P(C2C=CC=CC=2)C2C=CC=CC=2)=CC=1.[Cl:20][C:21]1[CH:22]=[CH:23][C:24]([OH:27])=[N:25][CH:26]=1.C1C=CC(COC(/N=N/C(OCC2C=CC=CC=2)=O)=O)=CC=1.[CH2:50]([N:57]1[CH2:61][C@H:60]([C:62]2[CH:67]=[CH:66][C:65]([F:68])=[C:64]([Cl:69])[CH:63]=2)[C@@H:59]([C@H:70](O)[CH3:71])[CH2:58]1)[C:51]1[CH:56]=[CH:55][CH:54]=[CH:53][CH:52]=1. Product: [CH2:50]([N:57]1[CH2:61][C@H:60]([C:62]2[CH:67]=[CH:66][C:65]([F:68])=[C:64]([Cl:69])[CH:63]=2)[C@@H:59]([C@@H:70]([O:27][C:24]2[CH:23]=[CH:22][C:21]([Cl:20])=[CH:26][N:25]=2)[CH3:71])[CH2:58]1)[C:51]1[CH:52]=[CH:53][CH:54]=[CH:55][CH:56]=1. The catalyst class is: 1. (2) Reactant: Cl.Cl.[C:3]1([CH:9]([N:11]2[CH2:14][C:13]3([CH2:17][NH:16][CH2:15]3)[CH2:12]2)[CH3:10])[CH:8]=[CH:7][CH:6]=[CH:5][CH:4]=1.Cl.Cl.[C:20]1([CH:26]([N:28]2[CH2:31][C:30]3([CH2:34][N:33]([CH:35]([C:37]4[CH:42]=[CH:41][CH:40]=[CH:39][CH:38]=4)[CH3:36])[CH2:32]3)[CH2:29]2)[CH3:27])[CH:25]=[CH:24][CH:23]=[CH:22][CH:21]=1.[C:43](O[C:43]([O:45][C:46]([CH3:49])([CH3:48])[CH3:47])=[O:44])([O:45][C:46]([CH3:49])([CH3:48])[CH3:47])=[O:44].C(=O)(O)[O-].[Na+]. Product: [C:46]([O:45][C:43]([N:16]1[CH2:17][C:13]2([CH2:12][N:11]([CH:9]([C:3]3[CH:8]=[CH:7][CH:6]=[CH:5][CH:4]=3)[CH3:10])[CH2:14]2)[CH2:15]1)=[O:44])([CH3:49])([CH3:48])[CH3:47].[C:20]1([CH:26]([N:28]2[CH2:29][C:30]3([CH2:34][N:33]([CH:35]([C:37]4[CH:42]=[CH:41][CH:40]=[CH:39][CH:38]=4)[CH3:36])[CH2:32]3)[CH2:31]2)[CH3:27])[CH:21]=[CH:22][CH:23]=[CH:24][CH:25]=1. The catalyst class is: 38. (3) Reactant: [F:1][C:2]([F:24])([F:23])[C:3]1[CH:22]=[CH:21][C:6]([CH:7]=[C:8]2[CH2:13][CH2:12][N:11]([C:14]([O:16][C:17]([CH3:20])([CH3:19])[CH3:18])=[O:15])[CH2:10][CH2:9]2)=[CH:5][CH:4]=1. Product: [F:24][C:2]([F:1])([F:23])[C:3]1[CH:22]=[CH:21][C:6]([CH2:7][CH:8]2[CH2:9][CH2:10][N:11]([C:14]([O:16][C:17]([CH3:18])([CH3:19])[CH3:20])=[O:15])[CH2:12][CH2:13]2)=[CH:5][CH:4]=1. The catalyst class is: 19. (4) Reactant: [CH2:1]([NH:8][C:9]([NH:11][C:12]1[CH:17]=[C:16]([C:18]#[N:19])[CH:15]=[CH:14][C:13]=1[NH:20][CH2:21][CH3:22])=[S:10])[C:2]1[CH:7]=[CH:6][CH:5]=[CH:4][CH:3]=1.Cl[CH2:24][C:25](OCC)=[O:26].C1CCN2C(=NCCC2)CC1. The catalyst class is: 8. Product: [CH2:1]([N:8]1[C:25](=[O:26])[CH2:24][S:10][C:9]1=[N:11][C:12]1[CH:17]=[C:16]([CH:15]=[CH:14][C:13]=1[NH:20][CH2:21][CH3:22])[C:18]#[N:19])[C:2]1[CH:7]=[CH:6][CH:5]=[CH:4][CH:3]=1. (5) The catalyst class is: 669. Product: [CH3:25][C:24]1[CH:23]=[C:22]([CH3:26])[NH:21][C:20](=[O:27])[C:19]=1[CH2:18][NH:17][C:15]([C:4]1[C:5]2[C:6]([CH3:14])=[N:7][N:8]([CH:11]([CH3:13])[CH3:12])[C:9]=2[CH:10]=[C:2]([C:32]2[CH:33]=[CH:34][C:29]([F:28])=[CH:30][CH:31]=2)[CH:3]=1)=[O:16]. Reactant: Br[C:2]1[CH:3]=[C:4]([C:15]([NH:17][CH2:18][C:19]2[C:20](=[O:27])[NH:21][C:22]([CH3:26])=[CH:23][C:24]=2[CH3:25])=[O:16])[C:5]2[C:6]([CH3:14])=[N:7][N:8]([CH:11]([CH3:13])[CH3:12])[C:9]=2[CH:10]=1.[F:28][C:29]1[CH:34]=[CH:33][C:32](B(O)O)=[CH:31][CH:30]=1.C(=O)(O)[O-].[Na+].